From a dataset of Forward reaction prediction with 1.9M reactions from USPTO patents (1976-2016). Predict the product of the given reaction. (1) Given the reactants [CH3:1][C:2]1[S:3][CH:4]=[C:5]([CH3:23])[C:6]=1[C:7]1[C:8]([C:15]2[CH:20]=[CH:19][C:18]([OH:21])=[CH:17][C:16]=2[F:22])=[N:9][N:10]([CH3:14])[C:11]=1[C:12]#[N:13].[NH2:24][OH:25].CCOC(C)=O.O, predict the reaction product. The product is: [CH3:1][C:2]1[S:3][CH:4]=[C:5]([CH3:23])[C:6]=1[C:7]1[C:8]([C:15]2[CH:20]=[CH:19][C:18]([OH:21])=[CH:17][C:16]=2[F:22])=[N:9][N:10]([CH3:14])[C:11]=1[C:12](=[N:24][OH:25])[NH2:13]. (2) Given the reactants [CH3:1][O:2][C:3]1[CH:11]=[C:10]2[C:6]([CH:7]=[CH:8][NH:9]2)=[CH:5][CH:4]=1.[CH3:12][O:13][C:14]1[CH:15]=[C:16]([CH:20]=[C:21]([O:25][CH3:26])[C:22]=1[O:23][CH3:24])[C:17](Cl)=[O:18].C(Cl)Cl.[Al+3].[Cl-].[Cl-].[Cl-].CCOC(C)=O, predict the reaction product. The product is: [CH3:1][O:2][C:3]1[CH:11]=[C:10]2[C:6]([C:7]([C:17]([C:16]3[CH:20]=[C:21]([O:25][CH3:26])[C:22]([O:23][CH3:24])=[C:14]([O:13][CH3:12])[CH:15]=3)=[O:18])=[CH:8][NH:9]2)=[CH:5][CH:4]=1. (3) Given the reactants [CH3:1][C:2]1[CH:3]=[C:4]([CH2:11][C@@H:12]([O:16][C:17]([N:19]2[CH2:24][CH2:23][CH:22]([C:25]3[C:26](=[O:35])[NH:27][C:28]4[C:33]([CH:34]=3)=[CH:32][CH:31]=[CH:30][CH:29]=4)[CH2:21][CH2:20]2)=[O:18])[C:13](O)=[O:14])[CH:5]=[C:6]2[C:10]=1[NH:9][N:8]=[CH:7]2.C(N(C(C)C)CC)(C)C.[CH:45]1([N:51]2[CH2:56][CH2:55][NH:54][CH2:53][CH2:52]2)[CH2:50][CH2:49][CH2:48][CH2:47][CH2:46]1.C1CN([P+](ON2N=NC3C=CC=CC2=3)(N2CCCC2)N2CCCC2)CC1.F[P-](F)(F)(F)(F)F, predict the reaction product. The product is: [O:35]=[C:26]1[C:25]([CH:22]2[CH2:23][CH2:24][N:19]([C:17]([O:16][C@H:12]([CH2:11][C:4]3[CH:5]=[C:6]4[C:10](=[C:2]([CH3:1])[CH:3]=3)[NH:9][N:8]=[CH:7]4)[C:13]([N:54]3[CH2:55][CH2:56][N:51]([CH:45]4[CH2:50][CH2:49][CH2:48][CH2:47][CH2:46]4)[CH2:52][CH2:53]3)=[O:14])=[O:18])[CH2:20][CH2:21]2)=[CH:34][C:33]2[C:28](=[CH:29][CH:30]=[CH:31][CH:32]=2)[NH:27]1. (4) Given the reactants [N+:1]([C:4]1[CH:9]=[CH:8][C:7]([NH:10][CH2:11][CH2:12][N:13]([CH2:17][CH2:18][OH:19])[CH2:14][CH2:15][OH:16])=[CH:6][CH:5]=1)([O-])=O.C1(N)C(F)=C(F)C(F)=C(N)C=1F.[ClH:32].Cl, predict the reaction product. The product is: [ClH:32].[ClH:32].[NH2:1][C:4]1[CH:9]=[CH:8][C:7]([NH:10][CH2:11][CH2:12][N:13]([CH2:17][CH2:18][OH:19])[CH2:14][CH2:15][OH:16])=[CH:6][CH:5]=1. (5) The product is: [CH2:1]([C:5]1=[CH:6][N:7]([C:24]([CH3:27])([CH3:26])[CH3:25])[S:8]/[C:9]/1=[N:10]\[C:11]([C@:13]1([CH3:23])[CH2:17][CH2:16][C@H:15]([C:18]([N:32]2[CH2:33][CH:30]([OH:29])[CH2:31]2)=[O:20])[C:14]1([CH3:22])[CH3:21])=[O:12])[CH2:2][CH2:3][CH3:4]. Given the reactants [CH2:1]([C:5]1=[CH:6][N:7]([C:24]([CH3:27])([CH3:26])[CH3:25])[S:8]/[C:9]/1=[N:10]\[C:11]([C@:13]1([CH3:23])[CH2:17][CH2:16][C@H:15]([C:18]([OH:20])=O)[C:14]1([CH3:22])[CH3:21])=[O:12])[CH2:2][CH2:3][CH3:4].Cl.[OH:29][CH:30]1[CH2:33][NH:32][CH2:31]1, predict the reaction product. (6) Given the reactants [C:1]([O:5][C:6]([NH:8][CH:9]([CH2:13][CH2:14][CH:15]([SH:25])[CH2:16][NH:17][C:18]([O:20][C:21]([CH3:24])([CH3:23])[CH3:22])=[O:19])[C:10]([OH:12])=[O:11])=[O:7])([CH3:4])([CH3:3])[CH3:2].C(N(CC)CC)C.[CH3:33][S:34](=O)(SC)=O, predict the reaction product. The product is: [C:1]([O:5][C:6]([NH:8][CH:9]([CH2:13][CH2:14][CH:15]([S:25][S:34][CH3:33])[CH2:16][NH:17][C:18]([O:20][C:21]([CH3:24])([CH3:23])[CH3:22])=[O:19])[C:10]([OH:12])=[O:11])=[O:7])([CH3:4])([CH3:3])[CH3:2]. (7) Given the reactants C[Mg]Cl.[Br:4][C:5]1[N:10]=[C:9]([C:11]([C:13]2[CH:18]=[CH:17][CH:16]=[C:15]([Br:19])[N:14]=2)=[O:12])[CH:8]=[CH:7][CH:6]=1.[CH2:20](O)C.[Cl-].[NH4+], predict the reaction product. The product is: [Br:19][C:15]1[N:14]=[C:13]([C:11]([C:9]2[CH:8]=[CH:7][CH:6]=[C:5]([Br:4])[N:10]=2)([OH:12])[CH3:20])[CH:18]=[CH:17][CH:16]=1.